Dataset: Full USPTO retrosynthesis dataset with 1.9M reactions from patents (1976-2016). Task: Predict the reactants needed to synthesize the given product. (1) Given the product [CH2:44]([O:46][C:47](=[O:50])[CH:48]([C:21]1[C:22]([F:25])=[CH:23][CH:24]=[C:19]([O:18][Si:5]([C:1]([CH3:4])([CH3:2])[CH3:3])([C:6]2[CH:7]=[CH:8][CH:9]=[CH:10][CH:11]=2)[C:12]2[CH:17]=[CH:16][CH:15]=[CH:14][CH:13]=2)[C:20]=1[F:26])[OH:49])[CH3:45], predict the reactants needed to synthesize it. The reactants are: [C:1]([Si:5]([O:18][C:19]1[CH:24]=[CH:23][C:22]([F:25])=[CH:21][C:20]=1[F:26])([C:12]1[CH:17]=[CH:16][CH:15]=[CH:14][CH:13]=1)[C:6]1[CH:11]=[CH:10][CH:9]=[CH:8][CH:7]=1)([CH3:4])([CH3:3])[CH3:2].CN(C)CCN(C)CCN(C)C.[Li]CCCC.[CH2:44]([O:46][C:47](=[O:50])[CH:48]=[O:49])[CH3:45].Cl. (2) Given the product [Cl:22][C:23]1[CH:31]=[CH:30][C:26]([C:1]([N:8]2[C:12]3[CH:13]=[CH:14][C:15]([C:17]([F:18])([F:19])[F:20])=[CH:16][C:11]=3[NH:10][C:9]2=[O:21])=[O:3])=[CH:25][CH:24]=1, predict the reactants needed to synthesize it. The reactants are: [C:1]([N:8]1[C:12]2[CH:13]=[CH:14][C:15]([C:17]([F:20])([F:19])[F:18])=[CH:16][C:11]=2[NH:10][C:9]1=[O:21])([O:3]C(C)(C)C)=O.[Cl:22][C:23]1[CH:31]=[CH:30][C:26](C(Cl)=O)=[CH:25][CH:24]=1. (3) Given the product [CH2:23]([O:22][CH2:21][C:20]1[C:16]([CH2:15][O:14][C:10]2[CH:9]=[C:8]3[C:13]([C:5]([CH2:4][C:3]([OH:36])=[O:2])=[CH:6][N:7]3[CH3:35])=[CH:12][CH:11]=2)=[N:17][O:18][C:19]=1[C:25]1[CH:26]=[CH:27][C:28]([C:31]([F:33])([F:34])[F:32])=[CH:29][CH:30]=1)[CH3:24], predict the reactants needed to synthesize it. The reactants are: C[O:2][C:3](=[O:36])[CH2:4][C:5]1[C:13]2[C:8](=[CH:9][C:10]([O:14][CH2:15][C:16]3[C:20]([CH2:21][O:22][CH2:23][CH3:24])=[C:19]([C:25]4[CH:30]=[CH:29][C:28]([C:31]([F:34])([F:33])[F:32])=[CH:27][CH:26]=4)[O:18][N:17]=3)=[CH:11][CH:12]=2)[N:7]([CH3:35])[CH:6]=1.[OH-].[Li+].O1CCCC1.Cl. (4) Given the product [C:36]([C:2]1[CH:31]=[CH:30][C:5]([CH2:6][N:7]2[C:15]3[C:10](=[CH:11][C:12]([CH:16]=[C:17]4[S:21][C:20]([N:22]5[CH2:27][CH2:26][N:25]([CH3:28])[CH2:24][CH2:23]5)=[N:19][C:18]4=[O:29])=[CH:13][CH:14]=3)[CH:9]=[N:8]2)=[C:4]([C:32]([F:34])([F:33])[F:35])[CH:3]=1)([CH3:38])=[CH2:37], predict the reactants needed to synthesize it. The reactants are: Br[C:2]1[CH:31]=[CH:30][C:5]([CH2:6][N:7]2[C:15]3[C:10](=[CH:11][C:12]([CH:16]=[C:17]4[S:21][C:20]([N:22]5[CH2:27][CH2:26][N:25]([CH3:28])[CH2:24][CH2:23]5)=[N:19][C:18]4=[O:29])=[CH:13][CH:14]=3)[CH:9]=[N:8]2)=[C:4]([C:32]([F:35])([F:34])[F:33])[CH:3]=1.[C:36](B(O)O)([CH3:38])=[CH2:37]. (5) Given the product [CH3:10][O:11][C:12]1[CH:13]=[C:14](/[CH:24]=[CH:25]/[C:26]([NH:28][NH:29][C:41](=[O:42])[CH2:40][CH2:39][CH2:38][C:30](=[O:37])[C:31]2[CH:36]=[CH:35][CH:34]=[CH:33][CH:32]=2)=[O:27])[CH:15]=[CH:16][C:17]=1[N:18]1[CH:22]=[C:21]([CH3:23])[N:20]=[CH:19]1, predict the reactants needed to synthesize it. The reactants are: C(N(C(C)C)CC)(C)C.[CH3:10][O:11][C:12]1[CH:13]=[C:14](/[CH:24]=[CH:25]/[C:26]([NH:28][NH2:29])=[O:27])[CH:15]=[CH:16][C:17]=1[N:18]1[CH:22]=[C:21]([CH3:23])[N:20]=[CH:19]1.[C:30]([CH2:38][CH2:39][CH2:40][C:41](O)=[O:42])(=[O:37])[C:31]1[CH:36]=[CH:35][CH:34]=[CH:33][CH:32]=1.C1N(P(Cl)(N2C(=O)OCC2)=O)C(=O)OC1.C(=O)(O)[O-].[Na+]. (6) Given the product [CH2:26]([CH:23]([N:22]1[C:7]2[N:8]=[C:9]([O:30][CH3:29])[N:10]=[C:11]([C:12]3[CH:17]=[CH:16][C:15]([F:18])=[CH:14][C:13]=3[CH3:19])[C:6]=2[CH:5]=[CH:4][C:3]1=[O:28])[CH2:24][CH3:25])[CH3:27], predict the reactants needed to synthesize it. The reactants are: CO[C:3](=[O:28])/[CH:4]=[CH:5]/[C:6]1[C:7]([NH:22][CH:23]([CH2:26][CH3:27])[CH2:24][CH3:25])=[N:8][C:9](SC)=[N:10][C:11]=1[C:12]1[CH:17]=[CH:16][C:15]([F:18])=[CH:14][C:13]=1[CH3:19].[CH3:29][O-:30].[Na+]. (7) Given the product [Cl:19][C:13]1[C:12]([CH3:20])=[C:11]([C:10]2[C:3]3[C:2]([O:32][C@H:33]([CH2:39][C:40]4[CH:45]=[CH:44][CH:43]=[CH:42][C:41]=4[O:46][CH2:47][C:48]4[CH:53]=[CH:52][N:51]=[C:50]([O:54][CH3:55])[N:49]=4)[C:34]([O:36][CH2:37][CH3:38])=[O:35])=[N:7][CH:6]=[N:5][C:4]=3[S:8][C:9]=2[C:21]2[CH:26]=[CH:25][C:24]([F:27])=[C:23]([O:28][CH2:29][O:30][CH3:31])[CH:22]=2)[CH:16]=[CH:15][C:14]=1[O:17][CH3:18], predict the reactants needed to synthesize it. The reactants are: Cl[C:2]1[C:3]2[C:10]([C:11]3[CH:16]=[CH:15][C:14]([O:17][CH3:18])=[C:13]([Cl:19])[C:12]=3[CH3:20])=[C:9]([C:21]3[CH:26]=[CH:25][C:24]([F:27])=[C:23]([O:28][CH2:29][O:30][CH3:31])[CH:22]=3)[S:8][C:4]=2[N:5]=[CH:6][N:7]=1.[OH:32][C@H:33]([CH2:39][C:40]1[CH:45]=[CH:44][CH:43]=[CH:42][C:41]=1[O:46][CH2:47][C:48]1[CH:53]=[CH:52][N:51]=[C:50]([O:54][CH3:55])[N:49]=1)[C:34]([O:36][CH2:37][CH3:38])=[O:35].C(O)(C)(C)C.Cl. (8) Given the product [CH:14]1([CH:2]([NH:20][C:21]2[CH:22]=[CH:23][C:24]([C:27]([NH:29][CH2:30][CH2:31][C:32]([OH:34])=[O:33])=[O:28])=[CH:25][CH:26]=2)[C:3]2[C:7]3[CH:8]=[CH:9][CH:10]=[CH:11][C:6]=3[O:5][C:4]=2[CH2:12][CH3:13])[CH2:19][CH2:18][CH2:17][CH2:16][CH2:15]1, predict the reactants needed to synthesize it. The reactants are: Cl[CH:2]([CH:14]1[CH2:19][CH2:18][CH2:17][CH2:16][CH2:15]1)[C:3]1[C:7]2[CH:8]=[CH:9][CH:10]=[CH:11][C:6]=2[O:5][C:4]=1[CH2:12][CH3:13].[NH2:20][C:21]1[CH:26]=[CH:25][C:24]([C:27]([NH:29][CH2:30][CH2:31][C:32]([O:34]CC)=[O:33])=[O:28])=[CH:23][CH:22]=1. (9) The reactants are: Cl.[NH2:2][C:3]1[CH:12]=[CH:11][CH:10]=[C:9]2[C:4]=1[CH2:5][CH2:6][N:7]([CH2:14][CH:15]1[CH2:17][CH2:16]1)[C:8]2=[O:13].[C:18]([OH:22])(=[O:21])[CH:19]=O.[BH3-]C#N.[Na+].CC(O)=O.CC([O-])=O.[Na+]. Given the product [CH:15]1([CH2:14][N:7]2[CH2:6][CH2:5][C:4]3[C:9](=[CH:10][CH:11]=[CH:12][C:3]=3[NH:2][CH2:19][C:18]([OH:22])=[O:21])[C:8]2=[O:13])[CH2:16][CH2:17]1, predict the reactants needed to synthesize it.